From a dataset of Full USPTO retrosynthesis dataset with 1.9M reactions from patents (1976-2016). Predict the reactants needed to synthesize the given product. (1) Given the product [F:1][CH:2]([N:7]1[C:15]2[CH2:14][C:13]([CH3:16])([CH3:17])[CH2:12][C:11](=[O:18])[C:10]=2[C:9]([CH2:19][C:20]2[CH:25]=[CH:24][CH:23]=[CH:22][C:21]=2[S:26]([N:29]2[CH2:33][CH2:32][CH2:31][CH2:30]2)(=[O:27])=[O:28])=[C:8]1[CH3:34])[C:3]([OH:5])=[O:4], predict the reactants needed to synthesize it. The reactants are: [F:1][CH:2]([N:7]1[C:15]2[CH2:14][C:13]([CH3:17])([CH3:16])[CH2:12][C:11](=[O:18])[C:10]=2[C:9]([CH2:19][C:20]2[CH:25]=[CH:24][CH:23]=[CH:22][C:21]=2[S:26]([N:29]2[CH2:33][CH2:32][CH2:31][CH2:30]2)(=[O:28])=[O:27])=[C:8]1[CH3:34])[C:3]([O:5]C)=[O:4].[OH-].[Li+].Cl. (2) Given the product [OH:42][CH2:41][C:7]([C:1]1[CH:2]=[CH:3][CH:4]=[CH:5][CH:6]=1)([C:25]1[CH:26]=[CH:27][CH:28]=[CH:29][CH:30]=1)[C:8]([O:10][CH2:11][CH:12]1[CH2:17][CH2:16][N:15]([C:18]([O:20][C:21]([CH3:24])([CH3:23])[CH3:22])=[O:19])[CH2:14][CH2:13]1)=[O:9], predict the reactants needed to synthesize it. The reactants are: [C:1]1([CH:7]([C:25]2[CH:30]=[CH:29][CH:28]=[CH:27][CH:26]=2)[C:8]([O:10][CH2:11][CH:12]2[CH2:17][CH2:16][N:15]([C:18]([O:20][C:21]([CH3:24])([CH3:23])[CH3:22])=[O:19])[CH2:14][CH2:13]2)=[O:9])[CH:6]=[CH:5][CH:4]=[CH:3][CH:2]=1.C[Si](C)(C)[N-][Si](C)(C)C.[Li+].[CH2:41]=[O:42]. (3) Given the product [Cl:14][C:10]1[CH:11]=[C:12]2[C:7](=[CH:8][C:9]=1[F:15])[NH:6][C:5](=[O:16])[C:4]([C@@H:1]([NH:23][S@:21]([C:18]([CH3:20])([CH3:19])[CH3:17])=[O:22])[CH3:2])=[CH:13]2, predict the reactants needed to synthesize it. The reactants are: [C:1]([C:4]1[C:5](=[O:16])[NH:6][C:7]2[C:12]([CH:13]=1)=[CH:11][C:10]([Cl:14])=[C:9]([F:15])[CH:8]=2)(=O)[CH3:2].[CH3:17][C:18]([S@@:21]([NH2:23])=[O:22])([CH3:20])[CH3:19].[BH4-].[Na+]. (4) Given the product [CH2:11]([O:18][CH2:19][C:20]([NH:10][NH:9][C:7](=[O:8])[C:2]1[CH:3]=[CH:4][CH:5]=[CH:6][N:1]=1)=[O:21])[C:12]1[CH:17]=[CH:16][CH:15]=[CH:14][CH:13]=1, predict the reactants needed to synthesize it. The reactants are: [N:1]1[CH:6]=[CH:5][CH:4]=[CH:3][C:2]=1[C:7]([NH:9][NH2:10])=[O:8].[CH2:11]([O:18][CH2:19][C:20](Cl)=[O:21])[C:12]1[CH:17]=[CH:16][CH:15]=[CH:14][CH:13]=1.C(N(CC)CC)C. (5) Given the product [NH2:1][C:2]1[C:3]2[N:4]([C:8]([C@H:12]3[CH2:32][N:16]4[C:17](=[O:31])[CH2:18][NH:19][CH2:20][C@@H:15]4[CH2:14][CH2:13]3)=[N:9][C:10]=2[Br:11])[CH:5]=[CH:6][N:7]=1, predict the reactants needed to synthesize it. The reactants are: [NH2:1][C:2]1[C:3]2[N:4]([C:8]([C@H:12]3[CH2:32][N:16]4[C:17](=[O:31])[CH2:18][N:19](C(OCC5C=CC=CC=5)=O)[CH2:20][C@@H:15]4[CH2:14][CH2:13]3)=[N:9][C:10]=2[Br:11])[CH:5]=[CH:6][N:7]=1.C(O)(C)C.